From a dataset of Catalyst prediction with 721,799 reactions and 888 catalyst types from USPTO. Predict which catalyst facilitates the given reaction. (1) Reactant: [CH3:1][C:2]1[N:6]=[C:5]([CH3:7])[S:4][C:3]=1/[CH:8]=[CH:9]/[C:10](N(C)C)=O.[CH2:15]([N:22]1[CH2:27][CH2:26][N:25]([C:28]2[CH:33]=[CH:32][C:31]([NH:34][C:35]([NH2:37])=[NH:36])=[CH:30][CH:29]=2)[CH2:24][CH2:23]1)[C:16]1[CH:21]=[CH:20][CH:19]=[CH:18][CH:17]=1. Product: [CH2:15]([N:22]1[CH2:27][CH2:26][N:25]([C:28]2[CH:29]=[CH:30][C:31]([NH:34][C:35]3[N:37]=[C:8]([C:3]4[S:4][C:5]([CH3:7])=[N:6][C:2]=4[CH3:1])[CH:9]=[CH:10][N:36]=3)=[CH:32][CH:33]=2)[CH2:24][CH2:23]1)[C:16]1[CH:17]=[CH:18][CH:19]=[CH:20][CH:21]=1. The catalyst class is: 23. (2) Reactant: Br[C:2]1[CH:7]=[CH:6][C:5]([Cl:8])=[C:4]([O:9][CH2:10][CH3:11])[CH:3]=1.[Li]CCCC.[B:17](OC(C)C)([O:22]C(C)C)[O:18]C(C)C. Product: [Cl:8][C:5]1[CH:6]=[CH:7][C:2]([B:17]([OH:22])[OH:18])=[CH:3][C:4]=1[O:9][CH2:10][CH3:11]. The catalyst class is: 1. (3) Reactant: Br[CH2:2][C:3]1[CH:8]=[CH:7][C:6]([B:9]2[O:13][C:12]([CH3:15])([CH3:14])[C:11]([CH3:17])([CH3:16])[O:10]2)=[CH:5][C:4]=1[F:18].[NH:19]1[CH2:23][CH2:22][CH:21]([OH:24])[CH2:20]1.C(=O)([O-])[O-].[K+].[K+]. Product: [F:18][C:4]1[CH:5]=[C:6]([B:9]2[O:13][C:12]([CH3:15])([CH3:14])[C:11]([CH3:17])([CH3:16])[O:10]2)[CH:7]=[CH:8][C:3]=1[CH2:2][N:19]1[CH2:23][CH2:22][CH:21]([OH:24])[CH2:20]1. The catalyst class is: 10. (4) Reactant: [C:1]([OH:10])(=[O:9])[CH2:2][CH2:3][CH2:4][CH2:5][CH2:6][CH2:7][CH3:8].[OH-].[Na+:12].C(O)C. Product: [CH3:8][CH2:7][CH2:6][CH2:5][CH2:4][CH2:3][CH2:2][C:1]([O-:10])=[O:9].[Na+:12]. The catalyst class is: 6. (5) Reactant: [OH-].[Li+].[NH2:3][C:4]1[C:9]2[C:10](=[O:28])[N:11]([C:15]3[CH:20]=[CH:19][C:18]([C:21]([CH3:27])([CH3:26])[C:22]([O:24]C)=[O:23])=[CH:17][CH:16]=3)[CH2:12][CH2:13][O:14][C:8]=2[N:7]=[CH:6][N:5]=1.Cl. Product: [NH2:3][C:4]1[C:9]2[C:10](=[O:28])[N:11]([C:15]3[CH:16]=[CH:17][C:18]([C:21]([CH3:26])([CH3:27])[C:22]([OH:24])=[O:23])=[CH:19][CH:20]=3)[CH2:12][CH2:13][O:14][C:8]=2[N:7]=[CH:6][N:5]=1. The catalyst class is: 132.